This data is from Forward reaction prediction with 1.9M reactions from USPTO patents (1976-2016). The task is: Predict the product of the given reaction. (1) Given the reactants [NH2:1][C:2]1[NH:6][N:5]=[C:4]([NH:7][C:8]2[CH:13]=[C:12]([C:14]([F:17])([F:16])[F:15])[C:11]([C:18]3[CH:23]=[CH:22][C:21]([O:24][CH:25]4[CH2:30][CH2:29][CH2:28][N:27](C(OC(C)(C)C)=O)[CH2:26]4)=[CH:20][CH:19]=3)=[C:10]([Cl:38])[CH:9]=2)[N:3]=1.Cl, predict the reaction product. The product is: [ClH:38].[Cl:38][C:10]1[C:11]([C:18]2[CH:19]=[CH:20][C:21]([O:24][CH:25]3[CH2:30][CH2:29][CH2:28][NH:27][CH2:26]3)=[CH:22][CH:23]=2)=[C:12]([C:14]([F:16])([F:15])[F:17])[CH:13]=[C:8]([NH:7][C:4]2[N:3]=[C:2]([NH2:1])[NH:6][N:5]=2)[CH:9]=1. (2) Given the reactants [CH:1]1([N:5]2[C:13]3[C:8](=[CH:9][CH:10]=[C:11]([O:14][CH3:15])[CH:12]=3)[CH:7]=[C:6]2[C:16]2[CH:21]=[CH:20][C:19]([N+:22]([O-])=O)=[CH:18][CH:17]=2)[CH2:4][CH2:3][CH2:2]1.[Cl-].[NH4+], predict the reaction product. The product is: [CH:1]1([N:5]2[C:13]3[C:8](=[CH:9][CH:10]=[C:11]([O:14][CH3:15])[CH:12]=3)[CH:7]=[C:6]2[C:16]2[CH:17]=[CH:18][C:19]([NH2:22])=[CH:20][CH:21]=2)[CH2:4][CH2:3][CH2:2]1. (3) Given the reactants [C:1]([C:4]1[O:8][C:7]([C:9]2[CH:10]=[CH:11][C:12]([Cl:18])=[C:13]([CH:17]=2)[C:14]([OH:16])=[O:15])=[CH:6][CH:5]=1)(=O)[CH3:2].[NH:19]([C:21]1[S:22][C:23]2[CH:29]=[CH:28][CH:27]=[CH:26][C:24]=2[N:25]=1)[NH2:20], predict the reaction product. The product is: [S:22]1[C:23]2[CH:29]=[CH:28][CH:27]=[CH:26][C:24]=2[N:25]=[C:21]1[NH:19][N:20]=[C:1]([C:4]1[O:8][C:7]([C:9]2[CH:10]=[CH:11][C:12]([Cl:18])=[C:13]([CH:17]=2)[C:14]([OH:16])=[O:15])=[CH:6][CH:5]=1)[CH3:2]. (4) The product is: [CH3:1][O:2][C:3]1[C:8]([C:9]2[N:16]([CH2:17][CH2:18][OH:19])[C:27](=[S:28])[NH:26][C:11](=[O:13])[CH:10]=2)=[CH:7][CH:6]=[C:5]([O:20][CH3:21])[N:4]=1. Given the reactants [CH3:1][O:2][C:3]1[C:8](/[C:9](/[NH:16][CH2:17][CH2:18][OH:19])=[CH:10]/[C:11]([O:13]CC)=O)=[CH:7][CH:6]=[C:5]([O:20][CH3:21])[N:4]=1.C[Si]([N:26]=[C:27]=[S:28])(C)C, predict the reaction product. (5) The product is: [CH2:13]([O:20][C:21]1[CH:22]=[CH:23][C:24]([CH2:25][N:7]2[C:2]([Br:1])=[CH:3][CH:4]=[CH:5][C:6]2=[O:8])=[CH:27][CH:28]=1)[C:14]1[CH:15]=[CH:16][CH:17]=[CH:18][CH:19]=1. Given the reactants [Br:1][C:2]1[NH:7][C:6](=[O:8])[CH:5]=[CH:4][CH:3]=1.[H-].[Na+].[Br-].[Li+].[CH2:13]([O:20][C:21]1[CH:28]=[CH:27][C:24]([CH2:25]Cl)=[CH:23][CH:22]=1)[C:14]1[CH:19]=[CH:18][CH:17]=[CH:16][CH:15]=1, predict the reaction product. (6) Given the reactants [C:1]([O:5][C:6]([N:8]1[CH2:13][CH2:12][CH:11]([CH2:14][NH2:15])[CH2:10][CH2:9]1)=[O:7])([CH3:4])([CH3:3])[CH3:2].[CH:25]1[N:26]=[CH:27][N:23](C([N:23]2[CH:27]=[N:26][CH:25]=[CH:24]2)=S)[CH:24]=1.N1C=CN=C1.[CH3:33][O:34][C:35](=[O:44])[C:36]1C=C[CH:39]=[C:38](N)[C:37]=1N.C(N=C=NC(C)C)(C)C, predict the reaction product. The product is: [CH3:33][O:34][C:35]([C:36]1[C:24]2[N:23]=[C:27]([NH:15][CH2:14][CH:11]3[CH2:12][CH2:13][N:8]([C:6]([O:5][C:1]([CH3:4])([CH3:3])[CH3:2])=[O:7])[CH2:9][CH2:10]3)[NH:26][C:25]=2[CH:39]=[CH:38][CH:37]=1)=[O:44].